From a dataset of Forward reaction prediction with 1.9M reactions from USPTO patents (1976-2016). Predict the product of the given reaction. (1) Given the reactants [CH3:1][O:2][NH:3][CH2:4][CH2:5][CH2:6][C:7]1[C:12]([Cl:13])=[CH:11][C:10]([Cl:14])=[CH:9][C:8]=1[Cl:15].C(N(CC)CC)C.[F:23][CH:24]([F:34])[C:25]1[C:29]([C:30](Cl)=[O:31])=[CH:28][N:27]([CH3:33])[N:26]=1, predict the reaction product. The product is: [CH3:1][O:2][N:3]([CH2:4][CH2:5][CH2:6][C:7]1[C:8]([Cl:15])=[CH:9][C:10]([Cl:14])=[CH:11][C:12]=1[Cl:13])[C:30]([C:29]1[C:25]([CH:24]([F:34])[F:23])=[N:26][N:27]([CH3:33])[CH:28]=1)=[O:31]. (2) Given the reactants [OH:1][C:2]1[CH:3]=[C:4]2[C:9](=[CH:10][CH:11]=1)[N:8]=[C:7]([CH3:12])[CH:6]=[CH:5]2.[C:13]([C@@H:17]1[CH2:22][CH2:21][C@H:20](O)[CH2:19][CH2:18]1)([CH3:16])([CH3:15])[CH3:14], predict the reaction product. The product is: [C:13]([C@H:17]1[CH2:22][CH2:21][C@H:20]([O:1][C:2]2[CH:3]=[C:4]3[C:9](=[CH:10][CH:11]=2)[N:8]=[C:7]([CH3:12])[CH:6]=[CH:5]3)[CH2:19][CH2:18]1)([CH3:16])([CH3:15])[CH3:14].